This data is from Forward reaction prediction with 1.9M reactions from USPTO patents (1976-2016). The task is: Predict the product of the given reaction. Given the reactants C([O:4][C:5]1[C:14]([CH3:15])=[C:13]2[C:8]([C:9]([CH3:29])=[C:10]([CH2:17][N:18]3[C:22](=[O:23])[C:21]4=[CH:24][CH:25]=[CH:26][CH:27]=[C:20]4[C:19]3=[O:28])[C:11](=[O:16])[O:12]2)=[CH:7][CH:6]=1)(=O)C.OS(O)(=O)=O, predict the reaction product. The product is: [OH:4][C:5]1[C:14]([CH3:15])=[C:13]2[C:8]([C:9]([CH3:29])=[C:10]([CH2:17][N:18]3[C:19](=[O:28])[C:20]4=[CH:27][CH:26]=[CH:25][CH:24]=[C:21]4[C:22]3=[O:23])[C:11](=[O:16])[O:12]2)=[CH:7][CH:6]=1.